This data is from HIV replication inhibition screening data with 41,000+ compounds from the AIDS Antiviral Screen. The task is: Binary Classification. Given a drug SMILES string, predict its activity (active/inactive) in a high-throughput screening assay against a specified biological target. (1) The molecule is Cc1ccc(S(=O)(=O)SCc2ccccc2)cc1. The result is 0 (inactive). (2) The molecule is Clc1cc2nncc(N3CC3)c2cc1Cl. The result is 0 (inactive). (3) The compound is CCOC(=O)N=NC(=O)OCC. The result is 0 (inactive). (4) The compound is CC1(C)C(=NNC(=O)C[N+](C)(C)C)C(C)(C)C1=NNC(=O)C[N+](C)(C)C.[Cl-]. The result is 0 (inactive). (5) The compound is COc1c(C)c2c(c(C)c1Cl)Oc1c(C=O)c(O)c(Cl)c(C)c1C(=O)O2. The result is 0 (inactive).